This data is from NCI-60 drug combinations with 297,098 pairs across 59 cell lines. The task is: Regression. Given two drug SMILES strings and cell line genomic features, predict the synergy score measuring deviation from expected non-interaction effect. (1) Drug 1: C1CC(=O)NC(=O)C1N2C(=O)C3=CC=CC=C3C2=O. Drug 2: C1C(C(OC1N2C=NC3=C2NC=NCC3O)CO)O. Cell line: OVCAR-8. Synergy scores: CSS=0.550, Synergy_ZIP=-2.12, Synergy_Bliss=-3.90, Synergy_Loewe=-3.73, Synergy_HSA=-3.58. (2) Drug 1: CC1=C2C(C(=O)C3(C(CC4C(C3C(C(C2(C)C)(CC1OC(=O)C(C(C5=CC=CC=C5)NC(=O)OC(C)(C)C)O)O)OC(=O)C6=CC=CC=C6)(CO4)OC(=O)C)OC)C)OC. Drug 2: C(CN)CNCCSP(=O)(O)O. Cell line: HCC-2998. Synergy scores: CSS=25.0, Synergy_ZIP=-7.64, Synergy_Bliss=-16.4, Synergy_Loewe=-54.0, Synergy_HSA=-16.0.